Predict the reactants needed to synthesize the given product. From a dataset of Full USPTO retrosynthesis dataset with 1.9M reactions from patents (1976-2016). (1) Given the product [F:23][C:19]1[CH:20]=[C:21]2[C:16](=[CH:17][CH:18]=1)[NH:15][C:14](=[O:22])[C@:13]12[CH2:12][C@H:11]1[C:7]1[CH:6]=[C:5]2[C:10]([C:2]([I:1])=[N:3][NH:4]2)=[CH:9][CH:8]=1, predict the reactants needed to synthesize it. The reactants are: [I:1][C:2]1[C:10]2[C:5](=[CH:6][C:7]([C@H:11]3[C@@:13]4([C:21]5[C:16](=[CH:17][CH:18]=[CH:19][CH:20]=5)[NH:15][C:14]4=[O:22])[CH2:12]3)=[CH:8][CH:9]=2)[NH:4][N:3]=1.[F:23]C1C=C2C(=CC=1)NC(=O)[C@]12C[C@H]1C1C=C2C(C=NN2)=CC=1. (2) Given the product [CH2:1]([NH:3][C:4]([NH:5][C:6]1[CH:7]=[C:8]([C:27]2[S:28][CH:29]=[C:30]([C:32]3[CH:37]=[CH:36][CH:35]=[C:34]([O:38][CH3:39])[N:33]=3)[N:31]=2)[C:9]([C:12]2[S:13][C:14]([C:23]([NH:41][NH2:42])=[O:25])=[C:15]([C:17]3[N:21]([CH3:22])[N:20]=[CH:19][N:18]=3)[N:16]=2)=[CH:10][N:11]=1)=[O:40])[CH3:2], predict the reactants needed to synthesize it. The reactants are: [CH2:1]([NH:3][C:4](=[O:40])[NH:5][C:6]1[N:11]=[CH:10][C:9]([C:12]2[S:13][C:14]([C:23]([O:25]C)=O)=[C:15]([C:17]3[N:21]([CH3:22])[N:20]=[CH:19][N:18]=3)[N:16]=2)=[C:8]([C:27]2[S:28][CH:29]=[C:30]([C:32]3[CH:37]=[CH:36][CH:35]=[C:34]([O:38][CH3:39])[N:33]=3)[N:31]=2)[CH:7]=1)[CH3:2].[NH2:41][NH2:42]. (3) Given the product [CH2:1]([O:3][C:4]([C:6]1[N:7]([CH3:29])[C:8]([CH2:27][CH3:28])=[C:9]([C:25]#[N:26])[C:10]=1[C:11]1[CH:16]=[CH:15][C:14]([N:30]2[CH2:34][CH2:33][CH2:32][CH2:31]2)=[CH:13][CH:12]=1)=[O:5])[CH3:2], predict the reactants needed to synthesize it. The reactants are: [CH2:1]([O:3][C:4]([C:6]1[N:7]([CH3:29])[C:8]([CH2:27][CH3:28])=[C:9]([C:25]#[N:26])[C:10]=1[C:11]1[CH:16]=[CH:15][C:14](OS(C(F)(F)F)(=O)=O)=[CH:13][CH:12]=1)=[O:5])[CH3:2].[NH:30]1[CH2:34][CH2:33][CH2:32][CH2:31]1.C(=O)([O-])[O-].[Cs+].[Cs+]. (4) Given the product [F:47][C:4]([F:3])([F:46])[C:5]1[CH:6]=[C:7]([CH:15]([C:40]2[N:41]=[N:42][N:43]([CH3:45])[N:44]=2)[N:16]2[C:25]3[C:20](=[CH:21][CH:22]=[C:23]([C:26]([F:27])([F:28])[F:29])[CH:24]=3)[N:19]([CH2:30][CH2:31][CH2:32][CH2:33][CH2:34][OH:35])[CH:18]([CH2:38][CH3:39])[CH2:17]2)[CH:8]=[C:9]([C:11]([F:14])([F:13])[F:12])[CH:10]=1, predict the reactants needed to synthesize it. The reactants are: [Li+].[BH4-].[F:3][C:4]([F:47])([F:46])[C:5]1[CH:6]=[C:7]([CH:15]([C:40]2[N:41]=[N:42][N:43]([CH3:45])[N:44]=2)[N:16]2[C:25]3[C:20](=[CH:21][CH:22]=[C:23]([C:26]([F:29])([F:28])[F:27])[CH:24]=3)[N:19]([CH2:30][CH2:31][CH2:32][CH2:33][C:34](OC)=[O:35])[CH:18]([CH2:38][CH3:39])[CH2:17]2)[CH:8]=[C:9]([C:11]([F:14])([F:13])[F:12])[CH:10]=1. (5) Given the product [NH2:22][C:11]1[N:10]([C:3]2[C:2]([F:1])=[CH:7][C:6]([OH:8])=[CH:5][C:4]=2[F:9])[C:23](=[O:26])[CH:24]=[CH:25][C:12]=1[C:13](=[O:14])[C:15]1[CH:20]=[CH:19][C:18]([F:21])=[CH:17][CH:16]=1, predict the reactants needed to synthesize it. The reactants are: [F:1][C:2]1[CH:7]=[C:6]([OH:8])[CH:5]=[C:4]([F:9])[C:3]=1[NH:10][C:11](=[NH:22])[CH2:12][C:13]([C:15]1[CH:20]=[CH:19][C:18]([F:21])=[CH:17][CH:16]=1)=[O:14].[C:23](OC)(=[O:26])[C:24]#[CH:25]. (6) The reactants are: [C:1]1(=O)[C:10]2[C:5](=[CH:6][CH:7]=[CH:8][CH:9]=2)[C:4](=[O:11])[CH:3]=[CH:2]1.[CH3:13][S-:14].[Na+].[Cl-].[Na+]. Given the product [CH3:1][C:2]1[C:13](=[S:14])[C:6]2[C:5]([C:4](=[O:11])[CH:3]=1)=[CH:10][CH:9]=[CH:8][CH:7]=2, predict the reactants needed to synthesize it.